From a dataset of Full USPTO retrosynthesis dataset with 1.9M reactions from patents (1976-2016). Predict the reactants needed to synthesize the given product. (1) Given the product [ClH:36].[CH2:1]([C:3]1[CH:35]=[CH:34][C:6]([CH2:7][NH:8][CH:9]2[CH2:10][CH2:11][N:12]([CH2:15][CH2:16][N:17]3[C:26]4[C:21](=[CH:22][CH:23]=[C:24]([O:27][CH3:28])[CH:25]=4)[C:20]([C:29]([NH:31][CH3:32])=[O:30])=[CH:19][C:18]3=[O:33])[CH2:13][CH2:14]2)=[CH:5][CH:4]=1)[CH3:2], predict the reactants needed to synthesize it. The reactants are: [CH2:1]([C:3]1[CH:35]=[CH:34][C:6]([CH2:7][NH:8][CH:9]2[CH2:14][CH2:13][N:12]([CH2:15][CH2:16][N:17]3[C:26]4[C:21](=[CH:22][CH:23]=[C:24]([O:27][CH3:28])[CH:25]=4)[C:20]([C:29]([NH:31][CH3:32])=[O:30])=[CH:19][C:18]3=[O:33])[CH2:11][CH2:10]2)=[CH:5][CH:4]=1)[CH3:2].[ClH:36].C(OCC)(=O)C. (2) The reactants are: C([O:3][C:4](=[O:31])[CH2:5][N:6]1[CH:10]=[C:9]([C:11]2[N:16]=[C:15]3[N:17]([CH2:20][C:21]4[CH:22]=[C:23]5[C:28](=[CH:29][CH:30]=4)[N:27]=[CH:26][CH:25]=[CH:24]5)[N:18]=[N:19][C:14]3=[CH:13][CH:12]=2)[CH:8]=[N:7]1)C.[OH-].[Li+].Cl. Given the product [N:27]1[C:28]2[C:23](=[CH:22][C:21]([CH2:20][N:17]3[C:15]4=[N:16][C:11]([C:9]5[CH:8]=[N:7][N:6]([CH2:5][C:4]([OH:31])=[O:3])[CH:10]=5)=[CH:12][CH:13]=[C:14]4[N:19]=[N:18]3)=[CH:30][CH:29]=2)[CH:24]=[CH:25][CH:26]=1, predict the reactants needed to synthesize it. (3) Given the product [NH2:1][C:2]1[N:7]=[C:6]([Cl:26])[C:5]([C:9]#[N:10])=[C:4]([C:11]2[CH:16]=[CH:15][CH:14]=[C:13]([O:17][CH3:18])[CH:12]=2)[N:3]=1, predict the reactants needed to synthesize it. The reactants are: [NH2:1][C:2]1[N:7]=[C:6](O)[C:5]([C:9]#[N:10])=[C:4]([C:11]2[CH:16]=[CH:15][CH:14]=[C:13]([O:17][CH3:18])[CH:12]=2)[N:3]=1.C([O-])(O)=O.[Na+].O=P(Cl)(Cl)[Cl:26]. (4) The reactants are: [CH3:1][C:2]([CH3:15])([CH2:12][CH2:13][CH3:14])[C:3](=[O:11])[CH2:4][C:5]1[CH:10]=[CH:9][CH:8]=[CH:7][CH:6]=1.N1CCCC[CH2:17]1.C=O. Given the product [CH3:1][C:2]([CH3:15])([CH2:12][CH2:13][CH3:14])[C:3](=[O:11])[C:4]([C:5]1[CH:10]=[CH:9][CH:8]=[CH:7][CH:6]=1)=[CH2:17], predict the reactants needed to synthesize it. (5) Given the product [F:4][C:5]1[C:6]([F:15])=[CH:7][C:8]([OH:13])=[C:9]([O:11][CH3:12])[CH:10]=1, predict the reactants needed to synthesize it. The reactants are: C[S-].[Na+].[F:4][C:5]1[CH:10]=[C:9]([O:11][CH3:12])[C:8]([O:13]C)=[CH:7][C:6]=1[F:15]. (6) Given the product [CH:23]([Si:25]([CH:29]([CH3:31])[CH3:30])([CH:26]([CH3:28])[CH3:27])[O:1][CH2:2][C:3]1[CH:4]=[CH:5][C:6]2[N:7]([C:9]([C:12]([O:14][CH2:15][CH3:16])=[O:13])=[CH:10][N:11]=2)[CH:8]=1)([CH3:24])[CH3:22], predict the reactants needed to synthesize it. The reactants are: [OH:1][CH2:2][C:3]1[CH:4]=[CH:5][C:6]2[N:7]([C:9]([C:12]([O:14][CH2:15][CH3:16])=[O:13])=[CH:10][N:11]=2)[CH:8]=1.N1C=CN=C1.[CH3:22][CH:23]([Si:25](Cl)([CH:29]([CH3:31])[CH3:30])[CH:26]([CH3:28])[CH3:27])[CH3:24]. (7) Given the product [Si:14]([O:21][C@@H:22]1[C@@H:27]([CH3:28])[CH2:26][N:25]([C:2]2[C:7]([N+:8]([O-:10])=[O:9])=[CH:6][N:5]=[C:4]3[O:11][CH2:12][CH2:13][C:3]=23)[CH2:24][C@H:23]1[NH:29][C:30](=[O:36])[O:31][C:32]([CH3:35])([CH3:34])[CH3:33])([C:17]([CH3:20])([CH3:18])[CH3:19])([CH3:16])[CH3:15], predict the reactants needed to synthesize it. The reactants are: I[C:2]1[C:7]([N+:8]([O-:10])=[O:9])=[CH:6][N:5]=[C:4]2[O:11][CH2:12][CH2:13][C:3]=12.[Si:14]([O:21][C@@H:22]1[C@@H:27]([CH3:28])[CH2:26][NH:25][CH2:24][C@H:23]1[NH:29][C:30](=[O:36])[O:31][C:32]([CH3:35])([CH3:34])[CH3:33])([C:17]([CH3:20])([CH3:19])[CH3:18])([CH3:16])[CH3:15].CCN(C(C)C)C(C)C.